Dataset: Peptide-MHC class I binding affinity with 185,985 pairs from IEDB/IMGT. Task: Regression. Given a peptide amino acid sequence and an MHC pseudo amino acid sequence, predict their binding affinity value. This is MHC class I binding data. (1) The peptide sequence is ATPYDINQML. The MHC is HLA-A68:02 with pseudo-sequence HLA-A68:02. The binding affinity (normalized) is 0.0885. (2) The peptide sequence is KTDAATLAQ. The MHC is HLA-A26:01 with pseudo-sequence HLA-A26:01. The binding affinity (normalized) is 0.152. (3) The peptide sequence is RLAVYIDKV. The MHC is HLA-A02:03 with pseudo-sequence HLA-A02:03. The binding affinity (normalized) is 1.00. (4) The peptide sequence is SAVNMTSRM. The MHC is HLA-A26:01 with pseudo-sequence HLA-A26:01. The binding affinity (normalized) is 0.343. (5) The peptide sequence is FPFKYAAAF. The MHC is HLA-B14:02 with pseudo-sequence HLA-B14:02. The binding affinity (normalized) is 0.00881. (6) The peptide sequence is TPKKPNSAL. The MHC is HLA-B07:02 with pseudo-sequence HLA-B07:02. The binding affinity (normalized) is 0.778.